This data is from Full USPTO retrosynthesis dataset with 1.9M reactions from patents (1976-2016). The task is: Predict the reactants needed to synthesize the given product. (1) Given the product [CH3:12][O:11][C:9]1[CH:8]=[C:7]2[C:3]([CH:4]=[CH:5][NH:6]2)=[C:2]([C:37]2[N:42]=[C:41]([N:43]3[CH2:48][CH2:47][O:46][CH2:45][C@H:44]3[CH3:49])[CH:40]=[C:39]([C:50]3([S:56]([CH3:59])(=[O:57])=[O:58])[CH2:51][CH2:52][O:53][CH2:54][CH2:55]3)[N:38]=2)[CH:10]=1, predict the reactants needed to synthesize it. The reactants are: Br[C:2]1[CH:10]=[C:9]([O:11][CH3:12])[CH:8]=[C:7]2[C:3]=1[CH:4]=[CH:5][NH:6]2.C([O-])(=O)C.[K+].B1(B2OC(C)(C)C(C)(C)O2)OC(C)(C)C(C)(C)O1.Cl[C:37]1[N:42]=[C:41]([N:43]2[CH2:48][CH2:47][O:46][CH2:45][C@H:44]2[CH3:49])[CH:40]=[C:39]([C:50]2([S:56]([CH3:59])(=[O:58])=[O:57])[CH2:55][CH2:54][O:53][CH2:52][CH2:51]2)[N:38]=1.C(=O)([O-])[O-].[Na+].[Na+]. (2) The reactants are: COC1C=CC(C2C(C)(C)C3C(CC=2)=CC(OC)=CC=3)=C(N)C=1.BrC1C=CC(OCCN2CCCCC2)=C(F)C=1.[F:41][C:42]1[CH:43]=[C:44]([NH:57][C:58]2[CH:63]=[C:62]([O:64]C)[CH:61]=[CH:60][C:59]=2[C:66]2[C:67](C)(C)[C:68]3[C:73]([CH2:74][CH:75]=2)=[CH:72][C:71]([O:76]C)=[CH:70][CH:69]=3)[CH:45]=[CH:46][C:47]=1[O:48][CH2:49][CH2:50][N:51]1[CH2:56][CH2:55][CH2:54][CH2:53][CH2:52]1. Given the product [F:41][C:42]1[CH:43]=[C:44]([NH:57][C:58]2[CH:63]=[C:62]([OH:64])[CH:61]=[CH:60][C:59]=2[C:66]2[CH2:67][C:68]3[CH:69]=[CH:70][C:71]([OH:76])=[CH:72][C:73]=3[CH2:74][CH:75]=2)[CH:45]=[CH:46][C:47]=1[O:48][CH2:49][CH2:50][N:51]1[CH2:56][CH2:55][CH2:54][CH2:53][CH2:52]1, predict the reactants needed to synthesize it.